This data is from Reaction yield outcomes from USPTO patents with 853,638 reactions. The task is: Predict the reaction yield, written as a fraction of the theoretical maximum amount of product (1.0 means a 100% yield; for example, 0.34 means a 34% yield). (1) The reactants are Br[Si](C)(C)C.C[O:7][P:8]([CH2:12][P:13]([CH2:18][CH2:19][CH2:20][CH2:21][CH2:22][CH2:23][CH2:24][CH2:25][CH2:26][CH3:27])([O:15]CC)=[O:14])(=[O:11])[O:9]C.C(N(CCCC)CCCC)CCC.[Na+:41].[I-].CC(C)=O. The catalyst is O.CO. The product is [Na+:41].[Na+:41].[Na+:41].[CH2:18]([P:13]([CH2:12][P:8](=[O:7])([O-:11])[O-:9])([OH:15])=[O:14])[CH2:19][CH2:20][CH2:21][CH2:22][CH2:23][CH2:24][CH2:25][CH2:26][CH3:27]. The yield is 0.780. (2) The catalyst is ClCCl.Cl[Pd](Cl)([P](C1C=CC=CC=1)(C1C=CC=CC=1)C1C=CC=CC=1)[P](C1C=CC=CC=1)(C1C=CC=CC=1)C1C=CC=CC=1.[Cu]I.C(N(CC)CC)C.CN(C=O)C. The yield is 0.200. The reactants are [C:1](=[O:16])([O:14][CH3:15])[O:2][C:3]1[CH:8]=[C:7]([N+:9]([O-:11])=[O:10])[C:6](Br)=[CH:5][C:4]=1[CH3:13].[CH3:17][N:18]([CH3:22])[CH2:19][C:20]#[CH:21].ClC(OC)=O. The product is [C:1](=[O:16])([O:14][CH3:15])[O:2][C:3]1[CH:8]=[C:7]([N+:9]([O-:11])=[O:10])[C:6]([C:21]#[C:20][CH2:19][N:18]([CH3:22])[CH3:17])=[CH:5][C:4]=1[CH3:13]. (3) The reactants are [NH:1]1[CH:5]=[C:4]([C:6]2[CH:7]=[C:8]3[C:13](=[CH:14][CH:15]=2)[CH:12]=[N:11][CH:10]=[CH:9]3)[CH:3]=[N:2]1.[F:16][C:17]([F:40])([F:39])[C:18]1[CH:38]=[CH:37][C:21]([CH2:22][C@H:23]2[CH2:27]OS(=O)(=O)[N:24]2[C:30]([O:32][C:33]([CH3:36])([CH3:35])[CH3:34])=[O:31])=[CH:20][CH:19]=1.C(=O)([O-])[O-].[Cs+].[Cs+]. The catalyst is CN(C=O)C.C([O-])(O)=O.[Na+]. The product is [CH:12]1[C:13]2[C:8](=[CH:7][C:6]([C:4]3[CH:5]=[N:1][N:2]([CH2:27][C@@H:23]([NH:24][C:30](=[O:31])[O:32][C:33]([CH3:36])([CH3:35])[CH3:34])[CH2:22][C:21]4[CH:37]=[CH:38][C:18]([C:17]([F:40])([F:39])[F:16])=[CH:19][CH:20]=4)[CH:3]=3)=[CH:15][CH:14]=2)[CH:9]=[CH:10][N:11]=1. The yield is 0.950. (4) The reactants are [Cl:1][C:2]1[O:6][C:5]([C:7]([O:9]C)=[O:8])=[CH:4][C:3]=1[C:11]1[N:15]([CH3:16])[N:14]=[CH:13][C:12]=1[Cl:17].[OH-].[Na+]. The catalyst is O1CCCC1. The product is [Cl:1][C:2]1[O:6][C:5]([C:7]([OH:9])=[O:8])=[CH:4][C:3]=1[C:11]1[N:15]([CH3:16])[N:14]=[CH:13][C:12]=1[Cl:17]. The yield is 0.940. (5) The reactants are [NH2:1][C:2]1[S:3][C:4]([C:8]([NH:10][CH2:11][C:12]2[CH:13]=[N:14][CH:15]=[CH:16][CH:17]=2)=[O:9])=[C:5]([CH3:7])[N:6]=1.[C:18](N1C=CN=C1)(N1C=CN=C1)=[O:19].[F:30][C:31]1[CH:45]=[CH:44][C:34]([CH2:35][CH2:36][NH:37][CH2:38][CH:39]([O:42][CH3:43])[O:40][CH3:41])=[CH:33][CH:32]=1. The catalyst is O1CCCC1. The product is [CH3:43][O:42][CH:39]([O:40][CH3:41])[CH2:38][N:37]([CH2:36][CH2:35][C:34]1[CH:33]=[CH:32][C:31]([F:30])=[CH:45][CH:44]=1)[C:18](=[O:19])[NH:1][C:2]1[S:3][C:4]([C:8]([NH:10][CH2:11][C:12]2[CH:13]=[N:14][CH:15]=[CH:16][CH:17]=2)=[O:9])=[C:5]([CH3:7])[N:6]=1. The yield is 0.190. (6) The reactants are [Cl:1][C:2]1[CH:3]=[C:4]2[C:9](=[CH:10][CH:11]=1)[N:8]=[C:7]([O:12][CH3:13])[C:6]([NH:14][C:15](=[O:19])OCC)=[N:5]2.[C:20]1([N:26]2[CH2:31][CH2:30][NH:29][CH2:28][CH2:27]2)[CH:25]=[CH:24][CH:23]=[CH:22][CH:21]=1.C1CCN2C(=NCCC2)CC1. The catalyst is O1CCCC1. The product is [Cl:1][C:2]1[CH:3]=[C:4]2[C:9](=[CH:10][CH:11]=1)[N:8]=[C:7]([O:12][CH3:13])[C:6]([NH:14][C:15]([N:29]1[CH2:30][CH2:31][N:26]([C:20]3[CH:25]=[CH:24][CH:23]=[CH:22][CH:21]=3)[CH2:27][CH2:28]1)=[O:19])=[N:5]2. The yield is 0.910. (7) The reactants are [CH3:1][C:2]1[O:6][N:5]=[C:4]([C:7]2[CH:12]=[CH:11][N:10]=[CH:9][N:8]=2)[C:3]=1[CH2:13][O:14][C:15]1[CH:23]=[CH:22][C:18]([C:19]([OH:21])=O)=[CH:17][N:16]=1.[CH3:24][NH2:25]. No catalyst specified. The product is [CH3:24][NH:25][C:19](=[O:21])[C:18]1[CH:22]=[CH:23][C:15]([O:14][CH2:13][C:3]2[C:4]([C:7]3[CH:12]=[CH:11][N:10]=[CH:9][N:8]=3)=[N:5][O:6][C:2]=2[CH3:1])=[N:16][CH:17]=1. The yield is 0.700. (8) The reactants are [F:1][C:2]1[CH:3]=[C:4]([OH:8])[CH:5]=[CH:6][CH:7]=1.Br[CH2:10][C:11]([NH2:13])=[O:12].C([O-])([O-])=O.[K+].[K+].C([O-])([O-])=O.[Cs+].[Cs+]. The catalyst is CC(C)=O. The product is [F:1][C:2]1[CH:3]=[C:4]([CH:5]=[CH:6][CH:7]=1)[O:8][CH2:10][C:11]([NH2:13])=[O:12]. The yield is 0.300.